From a dataset of Catalyst prediction with 721,799 reactions and 888 catalyst types from USPTO. Predict which catalyst facilitates the given reaction. (1) Reactant: Br[C:2]1[CH:7]=[CH:6][C:5]([C:8]2[C:14]3[CH:15]=[C:16]([O:21][CH3:22])[C:17]([O:19][CH3:20])=[CH:18][C:13]=3[CH2:12][CH:11]([CH3:23])[N:10]([C:24]([NH:26][CH3:27])=[O:25])[N:9]=2)=[CH:4][CH:3]=1.CC(C)([O-])C.[Na+].[CH2:34]1[C:38]2([CH2:43][CH2:42][NH:41][CH2:40][CH2:39]2)[CH2:37][C:36](=[O:44])[NH:35]1. Product: [CH3:20][O:19][C:17]1[C:16]([O:21][CH3:22])=[CH:15][C:14]2[C:8]([C:5]3[CH:6]=[CH:7][C:2]([N:41]4[CH2:40][CH2:39][C:38]5([CH2:34][NH:35][C:36](=[O:44])[CH2:37]5)[CH2:43][CH2:42]4)=[CH:3][CH:4]=3)=[N:9][N:10]([C:24]([NH:26][CH3:27])=[O:25])[CH:11]([CH3:23])[CH2:12][C:13]=2[CH:18]=1. The catalyst class is: 11. (2) Reactant: [Cl:1][C:2]1[CH:3]=[CH:4][C:5]([O:26][CH2:27][CH:28]([CH3:30])[CH3:29])=[C:6]([CH2:8][C:9]2[N:14]=[C:13]([NH:15][C:16](=[O:25])[C:17]3[CH:22]=[CH:21][C:20]([CH2:23][OH:24])=[CH:19][CH:18]=3)[CH:12]=[CH:11][CH:10]=2)[CH:7]=1.CC(OI1(OC(C)=O)(OC(C)=O)OC(=O)C2C=CC=CC1=2)=O. Product: [Cl:1][C:2]1[CH:3]=[CH:4][C:5]([O:26][CH2:27][CH:28]([CH3:30])[CH3:29])=[C:6]([CH2:8][C:9]2[N:14]=[C:13]([NH:15][C:16](=[O:25])[C:17]3[CH:22]=[CH:21][C:20]([CH:23]=[O:24])=[CH:19][CH:18]=3)[CH:12]=[CH:11][CH:10]=2)[CH:7]=1. The catalyst class is: 2. (3) Reactant: [CH3:1][S:2][C:3](=S)[C:4]1[CH:9]=[CH:8][CH:7]=[CH:6][CH:5]=1.[C:11]([NH-:13])#[N:12].C[O-].[K+].[C:17]([O:21][C:22](=[O:25])CBr)([CH3:20])([CH3:19])[CH3:18]. Product: [C:17]([O:21][C:22]([C:1]1[S:2][C:3]([C:4]2[CH:9]=[CH:8][CH:7]=[CH:6][CH:5]=2)=[N:12][C:11]=1[NH2:13])=[O:25])([CH3:20])([CH3:19])[CH3:18]. The catalyst class is: 5. (4) Reactant: CC([O-])(C)C.[K+].[I:7][C:8]1[CH:13]=[N:12][NH:11][C:10](=[O:14])[CH:9]=1.CS(O[C@H:20]([C:30]1[CH:35]=[CH:34][C:33]([Cl:36])=[C:32]([F:37])[CH:31]=1)[CH2:21][O:22][Si:23]([C:26]([CH3:29])([CH3:28])[CH3:27])([CH3:25])[CH3:24])(=O)=O. Product: [Si:23]([O:22][CH2:21][C@@H:20]([N:11]1[C:10](=[O:14])[CH:9]=[C:8]([I:7])[CH:13]=[N:12]1)[C:30]1[CH:35]=[CH:34][C:33]([Cl:36])=[C:32]([F:37])[CH:31]=1)([C:26]([CH3:28])([CH3:29])[CH3:27])([CH3:25])[CH3:24]. The catalyst class is: 807.